From a dataset of Forward reaction prediction with 1.9M reactions from USPTO patents (1976-2016). Predict the product of the given reaction. (1) Given the reactants [CH3:1][O:2][C:3]([C:5]1[C:18]2[C:17](=[O:19])[C:16]3[C:11](=[CH:12][CH:13]=[C:14]([CH3:20])[CH:15]=3)[O:10][C:9]=2[CH:8]=[CH:7][CH:6]=1)=[O:4].[Br:21]N1C(=O)CCC1=O, predict the reaction product. The product is: [CH3:1][O:2][C:3]([C:5]1[C:18]2[C:17](=[O:19])[C:16]3[C:11](=[CH:12][CH:13]=[C:14]([CH2:20][Br:21])[CH:15]=3)[O:10][C:9]=2[CH:8]=[CH:7][CH:6]=1)=[O:4]. (2) Given the reactants [CH2:1]([O:5][CH2:6][CH2:7][O:8][C:9]1[CH:14]=[CH:13][C:12]([C:15]2[CH:16]=[CH:17][C:18]3[N:24]([CH2:25][CH:26]([CH3:28])[CH3:27])[CH2:23][CH2:22][C:21]([C:29]([NH:31][C:32]4[CH:37]=[CH:36][C:35]([S:38][CH2:39][C:40]5[N:44]([CH2:45][CH2:46][CH3:47])[N:43]=[N:42][CH:41]=5)=[CH:34][CH:33]=4)=[O:30])=[CH:20][C:19]=3[CH:48]=2)=[CH:11][CH:10]=1)[CH2:2][CH2:3][CH3:4].ClC1C=CC=C(C(OO)=[O:57])C=1.S([O-])([O-])(=O)=S.[Na+].[Na+], predict the reaction product. The product is: [CH2:1]([O:5][CH2:6][CH2:7][O:8][C:9]1[CH:10]=[CH:11][C:12]([C:15]2[CH:16]=[CH:17][C:18]3[N:24]([CH2:25][CH:26]([CH3:27])[CH3:28])[CH2:23][CH2:22][C:21]([C:29]([NH:31][C:32]4[CH:33]=[CH:34][C:35]([S:38]([CH2:39][C:40]5[N:44]([CH2:45][CH2:46][CH3:47])[N:43]=[N:42][CH:41]=5)=[O:57])=[CH:36][CH:37]=4)=[O:30])=[CH:20][C:19]=3[CH:48]=2)=[CH:13][CH:14]=1)[CH2:2][CH2:3][CH3:4]. (3) The product is: [CH3:50][O:49][C:24]1[CH:25]=[C:26]([C:29]2[N:33]([CH2:34][CH:35]3[CH2:40][CH2:39][NH:38][CH2:37][CH2:36]3)[C:32]([CH3:48])=[N:31][CH:30]=2)[CH:27]=[CH:28][C:23]=1[NH:22][C:2]1[N:3]=[CH:4][C:5]2[C:10]([CH:11]=1)=[CH:9][C:8]([C:12]1[CH:13]=[N:14][N:15]([CH2:17][C:18]([CH3:21])([OH:20])[CH3:19])[CH:16]=1)=[CH:7][CH:6]=2. Given the reactants Cl[C:2]1[N:3]=[CH:4][C:5]2[C:10]([CH:11]=1)=[CH:9][C:8]([C:12]1[CH:13]=[N:14][N:15]([CH2:17][C:18]([CH3:21])([OH:20])[CH3:19])[CH:16]=1)=[CH:7][CH:6]=2.[NH2:22][C:23]1[CH:28]=[CH:27][C:26]([C:29]2[N:33]([CH2:34][CH:35]3[CH2:40][CH2:39][N:38](C(OC(C)(C)C)=O)[CH2:37][CH2:36]3)[C:32]([CH3:48])=[N:31][CH:30]=2)=[CH:25][C:24]=1[O:49][CH3:50].CC1(C)C2C(=C(P(C3C=CC=CC=3)C3C=CC=CC=3)C=CC=2)OC2C(P(C3C=CC=CC=3)C3C=CC=CC=3)=CC=CC1=2.C([O-])([O-])=O.[Cs+].[Cs+], predict the reaction product.